From a dataset of Forward reaction prediction with 1.9M reactions from USPTO patents (1976-2016). Predict the product of the given reaction. (1) Given the reactants [Na].[O-]CC.[Na+].[F:6][C:7]1[CH:12]=[CH:11][CH:10]=[C:9]([N+:13]([O-:15])=[O:14])[C:8]=1[CH3:16].[C:17](OCC)(=[O:23])[C:18]([O:20]CC)=[O:19], predict the reaction product. The product is: [F:6][C:7]1[CH:12]=[CH:11][CH:10]=[C:9]([N+:13]([O-:15])=[O:14])[C:8]=1[CH2:16][C:17](=[O:23])[C:18]([OH:20])=[O:19]. (2) Given the reactants Cl[C:2]1[CH:7]=[CH:6][C:5]([N+:8]([O-:10])=[O:9])=[CH:4][N:3]=1.[NH:11]1[CH2:15][CH2:14][CH2:13][CH2:12]1, predict the reaction product. The product is: [N+:8]([C:5]1[CH:6]=[CH:7][C:2]([N:11]2[CH2:15][CH2:14][CH2:13][CH2:12]2)=[N:3][CH:4]=1)([O-:10])=[O:9]. (3) Given the reactants [H-].[Na+].[CH3:3][N:4]1[C:10]2[CH:11]=[CH:12][CH:13]=[CH:14][C:9]=2[NH:8][C:7](=[O:15])[C@@H:6]([NH:16][C:17](=[O:23])[O:18][C:19]([CH3:22])([CH3:21])[CH3:20])[CH2:5]1.[CH3:24]I, predict the reaction product. The product is: [CH3:24][N:8]1[C:9]2[CH:14]=[CH:13][CH:12]=[CH:11][C:10]=2[N:4]([CH3:3])[CH2:5][C@H:6]([NH:16][C:17](=[O:23])[O:18][C:19]([CH3:20])([CH3:22])[CH3:21])[C:7]1=[O:15]. (4) Given the reactants [BH4-].[Na+].[F:3][C:4]1[CH:9]=[CH:8][C:7]([CH:10]([CH3:15])[C:11](OC)=[O:12])=[CH:6][CH:5]=1, predict the reaction product. The product is: [F:3][C:4]1[CH:5]=[CH:6][C:7]([CH:10]([CH3:15])[CH2:11][OH:12])=[CH:8][CH:9]=1.